This data is from Forward reaction prediction with 1.9M reactions from USPTO patents (1976-2016). The task is: Predict the product of the given reaction. (1) Given the reactants [CH2:1]([Li])[CH2:2][CH2:3][CH3:4].CCCCCC.[CH:12]([NH:15]C(C)C)(C)C.CN1C(=O)N(C)CCC1.[CH:28]1([C:31]#[N:32])[CH2:30][CH2:29]1.BrC[CH2:35][CH2:36][CH2:37][CH2:38][CH2:39][CH2:40][CH2:41][CH2:42][CH2:43][CH2:44]Br, predict the reaction product. The product is: [CH2:1]([C:28]1([C:31]#[N:32])[CH2:30][CH2:29]1)[CH2:2][CH2:3][CH2:4][CH2:44][CH2:43][CH2:42][CH2:41][CH2:40][CH2:39][CH2:38][C:37]1([C:12]#[N:15])[CH2:36][CH2:35]1. (2) The product is: [CH2:43]([O:42][C:40](=[O:41])[C:39]([OH:45])([C:38]([F:46])([F:47])[F:37])[CH2:34][C:30]([C:26]1[CH:27]=[CH:28][C:29]([O:21][CH3:12])=[C:24]([F:23])[CH:25]=1)=[C:31]([CH3:32])[CH3:33])[CH3:44]. Given the reactants C1C=C2C=CC(O)=C(C3C4C(=CC=CC=4)C=C[C:12]=3[OH:21])C2=CC=1.[F:23][C:24]1[CH:29]=[CH:28][CH:27]=[C:26]([C:30](=[CH2:34])[CH:31]([CH3:33])[CH3:32])[C:25]=1OC.[F:37][C:38]([F:47])([F:46])[C:39](=[O:45])[C:40]([O:42][CH2:43][CH3:44])=[O:41], predict the reaction product. (3) Given the reactants [C:1]1([C:7]2([C:24]3[CH:29]=[CH:28][CH:27]=[CH:26][CH:25]=3)[CH:11]3[CH2:12][N:13](CC4C=CC=CC=4)[CH2:14][CH2:15][N:10]3[C:9](=[O:23])[O:8]2)[CH:6]=[CH:5][CH:4]=[CH:3][CH:2]=1.ClC(OC(Cl)C)=O, predict the reaction product. The product is: [C:24]1([C:7]2([C:1]3[CH:2]=[CH:3][CH:4]=[CH:5][CH:6]=3)[CH:11]3[CH2:12][NH:13][CH2:14][CH2:15][N:10]3[C:9](=[O:23])[O:8]2)[CH:29]=[CH:28][CH:27]=[CH:26][CH:25]=1. (4) Given the reactants [CH3:1][N:2]1[CH2:9][CH:8]2[CH:4]([CH2:5][NH:6][CH2:7]2)[CH2:3]1.Br[C:11]1[CH:23]=[CH:22][C:21]2[C:20]3[C:15](=[CH:16][C:17]([Br:24])=[CH:18][CH:19]=3)[C:14](=[O:25])[C:13]=2[CH:12]=1.C1(P(C2C=CC=CC=2)C2C=CC3C(=CC=CC=3)C=2C2C3C(=CC=CC=3)C=CC=2P(C2C=CC=CC=2)C2C=CC=CC=2)C=CC=CC=1.CC(C)([O-])C.[Na+], predict the reaction product. The product is: [Br:24][C:17]1[CH:18]=[CH:19][C:20]2[C:21]3[C:13](=[CH:12][C:11]([N:6]4[CH2:7][CH:8]5[CH:4]([CH2:3][N:2]([CH3:1])[CH2:9]5)[CH2:5]4)=[CH:23][CH:22]=3)[C:14](=[O:25])[C:15]=2[CH:16]=1. (5) The product is: [N+:11]([C:14]1[CH:15]=[C:16]([CH:20]([CH3:26])[C:21]([O:23][CH3:24])=[O:22])[CH:17]=[CH:18][CH:19]=1)([O-:13])=[O:12]. Given the reactants C[Si](C)(C)[N-][Si](C)(C)C.[Li+].[N+:11]([C:14]1[CH:15]=[C:16]([CH2:20][C:21]([O:23][CH3:24])=[O:22])[CH:17]=[CH:18][CH:19]=1)([O-:13])=[O:12].I[CH3:26].[Cl-].[NH4+], predict the reaction product. (6) Given the reactants [H-].[Na+].[Cl:3][C:4]1[CH:9]=[CH:8][C:7]([C:10]2[CH2:14][C:13]([C:19]3[CH:24]=[C:23]([Cl:25])[CH:22]=[C:21]([Cl:26])[CH:20]=3)([C:15]([F:18])([F:17])[F:16])[O:12][N:11]=2)=[CH:6][C:5]=1[NH:27][C:28](=[O:33])[C:29]([F:32])([F:31])[F:30].[CH3:34]I.Cl, predict the reaction product. The product is: [CH3:34][N:27]([C:5]1[CH:6]=[C:7]([C:10]2[CH2:14][C:13]([C:19]3[CH:20]=[C:21]([Cl:26])[CH:22]=[C:23]([Cl:25])[CH:24]=3)([C:15]([F:18])([F:16])[F:17])[O:12][N:11]=2)[CH:8]=[CH:9][C:4]=1[Cl:3])[C:28](=[O:33])[C:29]([F:32])([F:31])[F:30]. (7) Given the reactants [F:1][C:2]1[CH:10]=[C:9]2[C:5]([CH:6]=[C:7]([C:11]([CH3:19])([CH3:18])[CH2:12][C:13](OCC)=[O:14])[NH:8]2)=[CH:4][C:3]=1[N+:20]([O-:22])=[O:21].CC(C[AlH]CC(C)C)C, predict the reaction product. The product is: [F:1][C:2]1[CH:10]=[C:9]2[C:5]([CH:6]=[C:7]([C:11]([CH3:19])([CH3:18])[CH2:12][CH2:13][OH:14])[NH:8]2)=[CH:4][C:3]=1[N+:20]([O-:22])=[O:21]. (8) The product is: [CH2:1]([C:11]1[CH:12]=[C:13]2[C:18](=[CH:19][CH:20]=1)[CH:17]=[C:16]([C:21]([OH:23])=[O:22])[CH:15]=[CH:14]2)[CH2:2][CH2:3][CH2:4][CH2:5][CH2:6][CH2:7][CH2:8][CH2:9][CH3:10]. Given the reactants [CH2:1]([C:11]1[CH:12]=[C:13]2[C:18](=[CH:19][CH:20]=1)[CH:17]=[C:16]([C:21]([O:23]C)=[O:22])[CH:15]=[CH:14]2)[CH2:2][CH2:3][CH2:4][CH2:5][CH2:6][CH2:7][CH2:8][CH2:9][CH3:10].[Li+].[OH-], predict the reaction product. (9) The product is: [CH2:1]([O:8][C:9]1[N:14]=[C:13]([O:15][C@H:16]2[CH2:20][N:19]([C:21]([O:23][C:24]([CH3:26])([CH3:27])[CH3:25])=[O:22])[C@H:18]([C:28]([O:30][CH3:33])=[O:29])[CH2:17]2)[CH:12]=[CH:11][CH:10]=1)[C:2]1[CH:3]=[CH:4][CH:5]=[CH:6][CH:7]=1. Given the reactants [CH2:1]([O:8][C:9]1[N:14]=[C:13]([O:15][C@H:16]2[CH2:20][N:19]([C:21]([O:23][C:24]([CH3:27])([CH3:26])[CH3:25])=[O:22])[C@H:18]([C:28]([OH:30])=[O:29])[CH2:17]2)[CH:12]=[CH:11][CH:10]=1)[C:2]1[CH:7]=[CH:6][CH:5]=[CH:4][CH:3]=1.CO.[CH3:33][Si](C=[N+]=[N-])(C)C.C(OCC)C, predict the reaction product. (10) Given the reactants [CH3:1][O:2][C:3]([C:5]1[O:6][C:7]([CH3:12])=[C:8]([CH2:10][OH:11])[CH:9]=1)=[O:4].O[C:14]1[CH:19]=[CH:18][C:17]([C:20]2[CH:25]=[CH:24][CH:23]=[CH:22][CH:21]=2)=[CH:16][CH:15]=1.C1(P(C2C=CC=CC=2)C2C=CC=CC=2)C=CC=CC=1.CC(OC(/N=N/C(OC(C)C)=O)=O)C, predict the reaction product. The product is: [CH3:1][O:2][C:3]([C:5]1[O:6][C:7]([CH3:12])=[C:8]([CH2:10][O:11][C:23]2[CH:24]=[CH:25][C:20]([C:17]3[CH:18]=[CH:19][CH:14]=[CH:15][CH:16]=3)=[CH:21][CH:22]=2)[CH:9]=1)=[O:4].